From a dataset of Full USPTO retrosynthesis dataset with 1.9M reactions from patents (1976-2016). Predict the reactants needed to synthesize the given product. (1) The reactants are: [CH3:1][C:2]1[NH:10][C:5]2=[CH:6][N:7]=[CH:8][CH:9]=[C:4]2[CH:3]=1.[Cl-].[Al+3].[Cl-].[Cl-].[Cl:15][C:16]([Cl:21])([Cl:20])[C:17](Cl)=[O:18]. Given the product [Cl:15][C:16]([Cl:21])([Cl:20])[C:17]([C:3]1[C:4]2[C:5](=[CH:6][N:7]=[CH:8][CH:9]=2)[NH:10][C:2]=1[CH3:1])=[O:18], predict the reactants needed to synthesize it. (2) Given the product [CH:1]([N:4]1[C:12]2[CH:11]=[C:10]([C:13]3[CH:14]=[C:15]4[CH:21]=[CH:20][NH:19][C:16]4=[N:17][CH:18]=3)[CH:9]=[C:8]([C:22]([OH:24])=[O:23])[C:7]=2[C:6]([CH3:26])=[N:5]1)([CH3:3])[CH3:2], predict the reactants needed to synthesize it. The reactants are: [CH:1]([N:4]1[C:12]2[CH:11]=[C:10]([C:13]3[CH:14]=[C:15]4[CH:21]=[CH:20][NH:19][C:16]4=[N:17][CH:18]=3)[CH:9]=[C:8]([C:22]([O:24]C)=[O:23])[C:7]=2[C:6]([CH3:26])=[N:5]1)([CH3:3])[CH3:2].C(N1C2C=C(C3C=C4C=CNC4=NC=3)C=C(C(OC)=O)C=2C=N1)(C)C.O[Li].O. (3) Given the product [F:1][C:2]1[CH:3]=[C:4]([N:36]2[C:41](=[O:42])[C:40]3[S:43][C:44]4[CH2:49][CH2:48][CH2:47][CH2:46][C:45]=4[C:39]=3[CH:38]=[N:37]2)[C:5]([CH2:31][OH:32])=[C:6]([C:8]2[CH:9]=[C:10]([NH:16][C:17]3[N:22]=[C:21]([NH:23][CH2:24][CH2:25][NH:26][C:27](=[O:30])[CH:28]=[CH2:29])[CH:20]=[CH:19][CH:18]=3)[C:11](=[O:15])[N:12]([CH3:14])[CH:13]=2)[CH:7]=1, predict the reactants needed to synthesize it. The reactants are: [F:1][C:2]1[CH:3]=[C:4]([N:36]2[C:41](=[O:42])[C:40]3[S:43][C:44]4[CH2:49][CH2:48][CH2:47][CH2:46][C:45]=4[C:39]=3[CH:38]=[N:37]2)[C:5]([CH2:31][O:32]C(=O)C)=[C:6]([C:8]2[CH:9]=[C:10]([NH:16][C:17]3[N:22]=[C:21]([NH:23][CH2:24][CH2:25][NH:26][C:27](=[O:30])[CH:28]=[CH2:29])[CH:20]=[CH:19][CH:18]=3)[C:11](=[O:15])[N:12]([CH3:14])[CH:13]=2)[CH:7]=1.O[Li].O. (4) Given the product [CH2:19]([S:18][C:4]1[CH:5]=[N:6][C:7]2[C:12]([C:3]=1[OH:22])=[CH:11][CH:10]=[CH:9][C:8]=2[O:13][C:14]([F:15])([F:16])[F:17])[CH2:20][CH3:21], predict the reactants needed to synthesize it. The reactants are: CO[C:3](=[O:22])[C:4]([S:18][CH2:19][CH2:20][CH3:21])=[CH:5][NH:6][C:7]1[CH:12]=[CH:11][CH:10]=[CH:9][C:8]=1[O:13][C:14]([F:17])([F:16])[F:15]. (5) Given the product [F:1][C:2]1[CH:3]=[C:4]([C:47]2[C:52]([NH2:53])=[CH:51][CH:50]=[C:49]([CH3:54])[N:48]=2)[CH:5]=[CH:6][CH:7]=1, predict the reactants needed to synthesize it. The reactants are: [F:1][C:2]1[CH:3]=[C:4](B(O)O)[CH:5]=[CH:6][CH:7]=1.COC1C=CC=C(OC)C=1C1C=CC=CC=1P(C1CCCCC1)C1CCCCC1.C(=O)([O-])[O-].[K+].[K+].Cl[C:47]1[C:52]([NH2:53])=[CH:51][CH:50]=[C:49]([CH3:54])[N:48]=1. (6) Given the product [F:8][C:9]1[CH:16]=[CH:15][C:12]([CH2:13][N:6]2[CH2:5][CH2:4][NH:3][C@H:2]([CH3:1])[CH2:7]2)=[CH:11][CH:10]=1, predict the reactants needed to synthesize it. The reactants are: [CH3:1][C@@H:2]1[CH2:7][NH:6][CH2:5][CH2:4][NH:3]1.[F:8][C:9]1[CH:16]=[CH:15][C:12]([CH2:13]Cl)=[CH:11][CH:10]=1.C(=O)([O-])O.[Na+]. (7) Given the product [C:1]1([C@@H:7]2[N:13]([C:22]3[CH:27]=[CH:26][CH:25]=[CH:24][CH:23]=3)[CH2:12][C:11]3[CH:14]=[CH:15][C:16]([C:18]([O:20][CH3:21])=[O:19])=[CH:17][C:10]=3[O:9][CH2:8]2)[CH:2]=[CH:3][CH:4]=[CH:5][CH:6]=1, predict the reactants needed to synthesize it. The reactants are: [C:1]1([C@@H:7]2[NH:13][CH2:12][C:11]3[CH:14]=[CH:15][C:16]([C:18]([O:20][CH3:21])=[O:19])=[CH:17][C:10]=3[O:9][CH2:8]2)[CH:6]=[CH:5][CH:4]=[CH:3][CH:2]=1.[C:22]1(B(O)O)[CH:27]=[CH:26][CH:25]=[CH:24][CH:23]=1.CCN(CC)CC.O=O.